From a dataset of Peptide-MHC class II binding affinity with 134,281 pairs from IEDB. Regression. Given a peptide amino acid sequence and an MHC pseudo amino acid sequence, predict their binding affinity value. This is MHC class II binding data. (1) The peptide sequence is VIGVAFLAVFQSATK. The MHC is DRB5_0101 with pseudo-sequence DRB5_0101. The binding affinity (normalized) is 0.569. (2) The peptide sequence is GELQIVEKIDAAFKI. The MHC is DRB1_0101 with pseudo-sequence DRB1_0101. The binding affinity (normalized) is 0.592. (3) The peptide sequence is PDTTCSEIEEFRDRA. The MHC is DRB1_1501 with pseudo-sequence DRB1_1501. The binding affinity (normalized) is 0.391. (4) The MHC is HLA-DPA10103-DPB10301 with pseudo-sequence HLA-DPA10103-DPB10301. The binding affinity (normalized) is 0.210. The peptide sequence is HSRNLINELSERMAG. (5) The peptide sequence is MAKKGGEAMDTISVF. The MHC is DRB1_1301 with pseudo-sequence DRB1_1301. The binding affinity (normalized) is 0.352. (6) The peptide sequence is VVLGLATSPTAEGGK. The MHC is HLA-DQA10401-DQB10402 with pseudo-sequence HLA-DQA10401-DQB10402. The binding affinity (normalized) is 0.267.